This data is from NCI-60 drug combinations with 297,098 pairs across 59 cell lines. The task is: Regression. Given two drug SMILES strings and cell line genomic features, predict the synergy score measuring deviation from expected non-interaction effect. Cell line: CAKI-1. Drug 2: CC=C1C(=O)NC(C(=O)OC2CC(=O)NC(C(=O)NC(CSSCCC=C2)C(=O)N1)C(C)C)C(C)C. Synergy scores: CSS=27.9, Synergy_ZIP=-0.0262, Synergy_Bliss=-0.961, Synergy_Loewe=-22.1, Synergy_HSA=-0.0128. Drug 1: CC12CCC3C(C1CCC2=O)CC(=C)C4=CC(=O)C=CC34C.